From a dataset of Full USPTO retrosynthesis dataset with 1.9M reactions from patents (1976-2016). Predict the reactants needed to synthesize the given product. (1) Given the product [CH2:36]([N:38]([C:5]1[N:10]=[C:9]([O:11][CH2:12][C:13]2[CH:18]=[CH:17][C:16]([F:19])=[C:15]([F:20])[CH:14]=2)[C:8]([C:21]2[CH:26]=[CH:25][C:24]([Cl:27])=[CH:23][CH:22]=2)=[C:7]([C:28]2[CH:33]=[CH:32][C:31]([Cl:34])=[CH:30][C:29]=2[Cl:35])[N:6]=1)[CH2:39][CH3:40])[CH3:37], predict the reactants needed to synthesize it. The reactants are: CS([C:5]1[N:10]=[C:9]([O:11][CH2:12][C:13]2[CH:18]=[CH:17][C:16]([F:19])=[C:15]([F:20])[CH:14]=2)[C:8]([C:21]2[CH:26]=[CH:25][C:24]([Cl:27])=[CH:23][CH:22]=2)=[C:7]([C:28]2[CH:33]=[CH:32][C:31]([Cl:34])=[CH:30][C:29]=2[Cl:35])[N:6]=1)(=O)=O.[CH2:36]([NH:38][CH2:39][CH3:40])[CH3:37]. (2) Given the product [CH2:1]([C@:3]1([C:28]#[N:29])[CH2:7][CH2:6][N:5]([C:8]2[CH:13]=[CH:12][N:11]=[C:10]([NH:14][C:15]3[CH:16]=[CH:17][C:18]([N:21]4[CH2:26][CH2:25][O:24][CH2:23][CH2:22]4)=[CH:19][CH:20]=3)[N:9]=2)[C:4]1=[O:27])[CH3:2], predict the reactants needed to synthesize it. The reactants are: [CH2:1]([C:3]1([C:28]#[N:29])[CH2:7][CH2:6][N:5]([C:8]2[CH:13]=[CH:12][N:11]=[C:10]([NH:14][C:15]3[CH:20]=[CH:19][C:18]([N:21]4[CH2:26][CH2:25][O:24][CH2:23][CH2:22]4)=[CH:17][CH:16]=3)[N:9]=2)[C:4]1=[O:27])[CH3:2].C(=O)=O.CO.C(#N)C. (3) Given the product [S:9]1[CH:13]=[CH:12][C:11]([C:5]2[CH:4]=[N:3][C:2]([NH2:1])=[N:7][CH:6]=2)=[CH:10]1, predict the reactants needed to synthesize it. The reactants are: [NH2:1][C:2]1[N:7]=[CH:6][C:5](Br)=[CH:4][N:3]=1.[S:9]1[CH:13]=[CH:12][C:11](B(O)O)=[CH:10]1.C(=O)([O-])[O-].[K+].[K+].CN(C)C=O. (4) Given the product [CH:26]1([NH:32][CH2:2][C:3]([N:5]2[C:14]3[C:9](=[CH:10][CH:11]=[C:12]([C:15]([O:17][C:18]([CH3:21])([CH3:20])[CH3:19])=[O:16])[CH:13]=3)[N:8]([CH:22]3[CH2:24][CH2:23]3)[C:7](=[O:25])[CH2:6]2)=[O:4])[CH2:31][CH2:30][CH2:29][CH2:28][CH2:27]1, predict the reactants needed to synthesize it. The reactants are: Cl[CH2:2][C:3]([N:5]1[C:14]2[C:9](=[CH:10][CH:11]=[C:12]([C:15]([O:17][C:18]([CH3:21])([CH3:20])[CH3:19])=[O:16])[CH:13]=2)[N:8]([CH:22]2[CH2:24][CH2:23]2)[C:7](=[O:25])[CH2:6]1)=[O:4].[CH:26]1([NH2:32])[CH2:31][CH2:30][CH2:29][CH2:28][CH2:27]1. (5) The reactants are: [CH3:1][N:2]([C@@H:4]1[C:27](=[O:28])[C:26]([C:29]([NH2:31])=[O:30])=[C:25]([OH:32])[C@:24]2([OH:33])[C@H:5]1[CH2:6][C@H:7]1[C:21]([C:22]2=[O:23])=[C:20]([OH:34])[C:10]2[C:11]([OH:19])=[C:12]([NH2:18])[CH:13]=[C:14]([N:15]([CH3:17])[CH3:16])[C:9]=2[CH2:8]1)[CH3:3].[C:35]1([C:41]([C:45]2[CH:50]=[CH:49][CH:48]=[CH:47][CH:46]=2)=[CH:42][CH:43]=O)[CH:40]=[CH:39][CH:38]=[CH:37][CH:36]=1.C(C1C(=O)C(Cl)=C(Cl)C(=O)C=1C#N)#N.C(#N)C. Given the product [CH3:17][N:15]([CH3:16])[C:14]1[C:9]2[CH2:8][C@@H:7]3[C:21](=[C:22]([OH:23])[C@@:24]4([OH:33])[C@@H:5]([CH2:6]3)[C@H:4]([N:2]([CH3:1])[CH3:3])[C:27]([OH:28])=[C:26]([C:29]([NH2:31])=[O:30])[C:25]4=[O:32])[C:20](=[O:34])[C:10]=2[C:11]2[O:19][C:43]([CH:42]=[C:41]([C:35]3[CH:40]=[CH:39][CH:38]=[CH:37][CH:36]=3)[C:45]3[CH:50]=[CH:49][CH:48]=[CH:47][CH:46]=3)=[N:18][C:12]=2[CH:13]=1, predict the reactants needed to synthesize it. (6) Given the product [Cl:24][C:2]1[C:11]([C:12]([O:14][CH2:15][CH3:16])=[O:13])=[C:10]([CH3:17])[C:9]2[C:4](=[CH:5][C:6]([C:18]([F:21])([F:20])[F:19])=[CH:7][N:8]=2)[N:3]=1, predict the reactants needed to synthesize it. The reactants are: O[C:2]1[C:11]([C:12]([O:14][CH2:15][CH3:16])=[O:13])=[C:10]([CH3:17])[C:9]2[C:4](=[CH:5][C:6]([C:18]([F:21])([F:20])[F:19])=[CH:7][N:8]=2)[N:3]=1.O=P(Cl)(Cl)[Cl:24]. (7) Given the product [CH:1]1[C:13]2[CH:12]([CH2:14][O:15][C:16](=[O:27])[NH:17][CH:18]3[CH2:23][CH2:22][CH:21]([C:24](=[O:26])[CH2:25][Br:28])[CH2:20][CH2:19]3)[C:11]3[C:6](=[CH:7][CH:8]=[CH:9][CH:10]=3)[C:5]=2[CH:4]=[CH:3][CH:2]=1, predict the reactants needed to synthesize it. The reactants are: [CH:1]1[C:13]2[CH:12]([CH2:14][O:15][C:16](=[O:27])[NH:17][CH:18]3[CH2:23][CH2:22][CH:21]([C:24](=[O:26])[CH3:25])[CH2:20][CH2:19]3)[C:11]3[C:6](=[CH:7][CH:8]=[CH:9][CH:10]=3)[C:5]=2[CH:4]=[CH:3][CH:2]=1.[Br:28]Br.